From a dataset of Full USPTO retrosynthesis dataset with 1.9M reactions from patents (1976-2016). Predict the reactants needed to synthesize the given product. (1) Given the product [C:21]([O:25][C:26](=[O:41])[CH:27]([C:33]1[CH:38]=[CH:37][C:36]([CH2:39][N:12]2[N:11]=[C:10]([C:7]3[CH:6]=[CH:5][C:4]([Cl:3])=[CH:9][CH:8]=3)[C:19]3[C:14](=[CH:15][CH:16]=[CH:17][CH:18]=3)[C:13]2=[O:20])=[CH:35][CH:34]=1)[CH:28]1[CH2:32][CH2:31][CH2:30][CH2:29]1)([CH3:24])([CH3:23])[CH3:22], predict the reactants needed to synthesize it. The reactants are: [H-].[Na+].[Cl:3][C:4]1[CH:9]=[CH:8][C:7]([C:10]2[C:19]3[C:14](=[CH:15][CH:16]=[CH:17][CH:18]=3)[C:13](=[O:20])[NH:12][N:11]=2)=[CH:6][CH:5]=1.[C:21]([O:25][C:26](=[O:41])[CH:27]([C:33]1[CH:38]=[CH:37][C:36]([CH2:39]Br)=[CH:35][CH:34]=1)[CH:28]1[CH2:32][CH2:31][CH2:30][CH2:29]1)([CH3:24])([CH3:23])[CH3:22].O. (2) Given the product [C:15]([C:14]1[CH:18]=[CH:19][CH:20]=[CH:21][C:13]=1[CH:10]1[CH2:11][CH2:12][N:8]([C:6]([O:5][C:1]([CH3:4])([CH3:3])[CH3:2])=[O:7])[CH2:9]1)(=[O:16])[NH2:25], predict the reactants needed to synthesize it. The reactants are: [C:1]([O:5][C:6]([N:8]1[CH2:12][CH2:11][CH:10]([C:13]2[CH:21]=[CH:20][CH:19]=[CH:18][C:14]=2[C:15](O)=[O:16])[CH2:9]1)=[O:7])([CH3:4])([CH3:3])[CH3:2].N.N.C[N:25]([P+](ON1N=NC2C=CC=CC1=2)(N(C)C)N(C)C)C.F[P-](F)(F)(F)(F)F. (3) Given the product [CH2:1]([N:8]1[C:12]2([CH2:17][CH2:16][N:15]([C:18](=[O:33])[C:19]3[CH:20]=[C:21]([C:29]([F:32])([F:31])[F:30])[CH:22]=[C:23]([C:25]([F:26])([F:27])[F:28])[CH:24]=3)[CH2:14][CH2:13]2)[C:11](=[O:34])[N:10]([CH3:35])[CH2:9]1)[C:2]1[CH:3]=[CH:4][CH:5]=[CH:6][CH:7]=1, predict the reactants needed to synthesize it. The reactants are: [CH2:1]([N:8]1[C:12]2([CH2:17][CH2:16][N:15]([C:18](=[O:33])[C:19]3[CH:24]=[C:23]([C:25]([F:28])([F:27])[F:26])[CH:22]=[C:21]([C:29]([F:32])([F:31])[F:30])[CH:20]=3)[CH2:14][CH2:13]2)[C:11](=[O:34])[NH:10][CH2:9]1)[C:2]1[CH:7]=[CH:6][CH:5]=[CH:4][CH:3]=1.[CH3:35]I. (4) Given the product [Cl:21][C:22]1[N:23]=[CH:24][N:25]([C:27]2[CH:33]=[CH:32][C:30]([NH:31][C:2]3[N:11]=[C:10]([NH:12][CH3:13])[C:9]4[CH:8]=[CH:7][CH2:6][C:5]([C:15]5[CH:20]=[CH:19][CH:18]=[CH:17][CH:16]=5)([OH:14])[C:4]=4[N:3]=3)=[CH:29][C:28]=2[O:34][CH3:35])[CH:26]=1, predict the reactants needed to synthesize it. The reactants are: Cl[C:2]1[N:11]=[C:10]([NH:12][CH3:13])[C:9]2[CH:8]=[CH:7][CH2:6][C:5]([C:15]3[CH:20]=[CH:19][CH:18]=[CH:17][CH:16]=3)([OH:14])[C:4]=2[N:3]=1.[Cl:21][C:22]1[N:23]=[CH:24][N:25]([C:27]2[CH:33]=[CH:32][C:30]([NH2:31])=[CH:29][C:28]=2[O:34][CH3:35])[CH:26]=1. (5) The reactants are: [NH2:1][C:2]1[CH:22]=[CH:21][C:5]([O:6][C:7]2[C:12]([C:13]3[CH:18]=[CH:17][N:16]=[C:15]([NH:19][CH3:20])[N:14]=3)=[CH:11][CH:10]=[CH:9][N:8]=2)=[CH:4][CH:3]=1.C(N(C(C)C)CC)(C)C.Cl[C:33](OC1C=CC=CC=1)=[O:34].[C:42]1([NH:48][CH2:49][C:50]([O:52]CC)=O)[CH:47]=[CH:46][CH:45]=[CH:44][CH:43]=1. Given the product [CH3:20][NH:19][C:15]1[N:14]=[C:13]([C:12]2[C:7]([O:6][C:5]3[CH:21]=[CH:22][C:2]([N:1]4[C:50](=[O:52])[CH2:49][N:48]([C:42]5[CH:43]=[CH:44][CH:45]=[CH:46][CH:47]=5)[C:33]4=[O:34])=[CH:3][CH:4]=3)=[N:8][CH:9]=[CH:10][CH:11]=2)[CH:18]=[CH:17][N:16]=1, predict the reactants needed to synthesize it.